Dataset: Forward reaction prediction with 1.9M reactions from USPTO patents (1976-2016). Task: Predict the product of the given reaction. (1) Given the reactants O1CCCC1CO.[CH3:8][O:9][C:10]1[CH:15]=[C:14]([CH2:16][C:17]2[C:18]([C:28]3[CH:33]=[CH:32][CH:31]=[CH:30][CH:29]=3)=[N:19][N:20]3[CH:25]=[C:24]([O:26][CH3:27])[CH:23]=[CH:22][C:21]=23)[N:13]=[C:12]([C:34]([O:36]C)=[O:35])[CH:11]=1.[OH-].[Na+].Cl, predict the reaction product. The product is: [CH3:8][O:9][C:10]1[CH:15]=[C:14]([CH2:16][C:17]2[C:18]([C:28]3[CH:29]=[CH:30][CH:31]=[CH:32][CH:33]=3)=[N:19][N:20]3[CH:25]=[C:24]([O:26][CH3:27])[CH:23]=[CH:22][C:21]=23)[N:13]=[C:12]([C:34]([OH:36])=[O:35])[CH:11]=1. (2) Given the reactants Br[C:2]1[C:10]2[C:5](=[CH:6][C:7]([C:11]([C:13]3[CH:14]=[CH:15][C:16]([Cl:30])=[C:17]([S:19]([NH:22][Si](C(C)(C)C)(C)C)(=[O:21])=[O:20])[CH:18]=3)=[O:12])=[CH:8][CH:9]=2)[N:4]([Si](C(C)(C)C)(C)C)[CH:3]=1.[C:38]1(B(O)O)[CH:43]=[CH:42][CH:41]=[CH:40][CH:39]=1.P([O-])([O-])([O-])=O.[K+].[K+].[K+], predict the reaction product. The product is: [Cl:30][C:16]1[CH:15]=[CH:14][C:13]([C:11]([C:7]2[CH:6]=[C:5]3[C:10]([C:2]([C:38]4[CH:43]=[CH:42][CH:41]=[CH:40][CH:39]=4)=[CH:3][NH:4]3)=[CH:9][CH:8]=2)=[O:12])=[CH:18][C:17]=1[S:19]([NH2:22])(=[O:21])=[O:20]. (3) The product is: [ClH:25].[NH2:1][C:2]1[CH:3]=[C:4]([CH:15]=[C:16]([F:18])[CH:17]=1)[O:5][C@@H:6]1[CH2:11][CH2:10][CH2:9][N:8]([C:12](=[O:14])[CH3:13])[CH2:7]1. Given the reactants [NH2:1][C:2]1[CH:3]=[C:4]([CH:15]=[C:16]([F:18])[CH:17]=1)[O:5][C@@H:6]1[CH2:11][CH2:10][CH2:9][N:8]([C:12](=[O:14])[CH3:13])[CH2:7]1.C(OCC)(=O)C.[ClH:25], predict the reaction product. (4) Given the reactants [Cl:1][C:2]1[CH:7]=[CH:6][C:5]([CH:8]([CH:16]([N:28]2CCNCC2)C2(Cl)C3C(=CC=CC=3)N=CN2)[C:9]2[CH:14]=[CH:13][C:12]([Cl:15])=[CH:11][CH:10]=2)=[CH:4][CH:3]=1.[NH2:34][C@@H:35]([CH:42]([CH3:44])[CH3:43])[C:36]([NH:38][O:39][CH2:40][CH3:41])=[O:37].C([N:47]([CH2:50]C)[CH2:48][CH3:49])C, predict the reaction product. The product is: [Cl:1][C:2]1[CH:7]=[CH:6][C:5]([CH:8]([C:9]2[CH:14]=[CH:13][C:12]([Cl:15])=[CH:11][CH:10]=2)[C:16]2([NH:34][C@@H:35]([CH:42]([CH3:43])[CH3:44])[C:36]([NH:38][O:39][CH2:40][CH3:41])=[O:37])[C:49]3[C:48](=[CH:7][CH:2]=[CH:3][CH:4]=3)[N:47]=[CH:50][NH:28]2)=[CH:4][CH:3]=1. (5) Given the reactants [C:1]([O:5][C:6]([N:8]1[CH2:13][CH2:12][N:11]([C:14]([C:16]2[C:20]3[CH:21]=[N:22][C:23]([O:25][CH3:26])=[CH:24][C:19]=3[N:18]([CH:27]3[CH2:32][CH2:31][CH2:30][CH2:29][CH2:28]3)[C:17]=2Cl)=[O:15])[CH2:10][CH2:9]1)=[O:7])([CH3:4])([CH3:3])[CH3:2].[CH3:34][C:35]1[CH:40]=[CH:39][CH:38]=[C:37]([CH3:41])[C:36]=1[OH:42], predict the reaction product. The product is: [C:1]([O:5][C:6]([N:8]1[CH2:13][CH2:12][N:11]([C:14]([C:16]2[C:20]3[CH:21]=[N:22][C:23]([O:25][CH3:26])=[CH:24][C:19]=3[N:18]([CH:27]3[CH2:32][CH2:31][CH2:30][CH2:29][CH2:28]3)[C:17]=2[O:42][C:36]2[C:37]([CH3:41])=[CH:38][CH:39]=[CH:40][C:35]=2[CH3:34])=[O:15])[CH2:10][CH2:9]1)=[O:7])([CH3:4])([CH3:3])[CH3:2]. (6) Given the reactants C1(P(C2C=CC=CC=2)C2C=CC=CC=2)C=CC=CC=1.[CH2:20]([C:28]1[CH:33]=[CH:32][C:31]([C:34]2[CH:39]=[CH:38][C:37]([C:40](O)=[O:41])=[CH:36][CH:35]=2)=[CH:30][CH:29]=1)[CH2:21][CH2:22][CH2:23][CH2:24][CH2:25][CH2:26][CH3:27].[CH2:43]([NH2:50])[C:44]1[CH:49]=[CH:48][CH:47]=[CH:46][CH:45]=1.CN1CCOCC1.C(O)C(N)(CO)CO, predict the reaction product. The product is: [CH2:43]([NH:50][C:40]([C:37]1[CH:36]=[CH:35][C:34]([C:31]2[CH:32]=[CH:33][C:28]([CH2:20][CH2:21][CH2:22][CH2:23][CH2:24][CH2:25][CH2:26][CH3:27])=[CH:29][CH:30]=2)=[CH:39][CH:38]=1)=[O:41])[C:44]1[CH:49]=[CH:48][CH:47]=[CH:46][CH:45]=1. (7) Given the reactants C[S:2]([C:5]1[CH:10]=[CH:9][C:8]([N:11]2[CH:15]=[C:14]([C:16]([F:19])([F:18])[F:17])[N:13]=[C:12]2[C:20]2[CH:21]=[N:22][CH:23]=[CH:24][CH:25]=2)=[CH:7][CH:6]=1)(=[O:4])=[O:3].[CH3:26][Si:27]([CH3:55])([CH3:54])[CH2:28][CH2:29][S:30]([C:33]1[CH:38]=[CH:37][C:36]([N:39]2[CH:43]=[C:42]([C:44]([F:47])([F:46])[F:45])[N:41]=[C:40]2[C:48]2[CH:49]=[N:50][CH:51]=[CH:52][CH:53]=2)=[CH:35][CH:34]=1)(=[O:32])=[O:31].[N+:56](CCCC)(CCCC)(CCCC)CCCC.[F-].C([O-])(=O)C.[Na+].NOS(O)(=O)=O, predict the reaction product. The product is: [CH3:26][Si:27]([CH3:55])([CH3:54])[CH2:28][CH2:29][S:30]([C:33]1[CH:34]=[CH:35][C:36]([N:39]2[CH:43]=[C:42]([C:44]([F:45])([F:46])[F:47])[N:41]=[C:40]2[C:48]2[CH:49]=[N:50][CH:51]=[CH:52][CH:53]=2)=[CH:37][CH:38]=1)(=[O:31])=[O:32].[N:22]1[CH:23]=[CH:24][CH:25]=[C:20]([C:12]2[N:11]([C:8]3[CH:9]=[CH:10][C:5]([S:2]([NH2:56])(=[O:4])=[O:3])=[CH:6][CH:7]=3)[CH:15]=[C:14]([C:16]([F:19])([F:18])[F:17])[N:13]=2)[CH:21]=1.